Dataset: Catalyst prediction with 721,799 reactions and 888 catalyst types from USPTO. Task: Predict which catalyst facilitates the given reaction. (1) Reactant: F[C:2]1[CH:20]=[CH:19][C:18]([C:21]([F:24])([F:23])[F:22])=[CH:17][C:3]=1[C:4]([NH:6][C:7]1[CH:12]=[CH:11][CH:10]=[C:9]([S:13](=[O:16])(=[O:15])[NH2:14])[CH:8]=1)=[O:5].[F:25][C:26]1[CH:31]=[CH:30][C:29]([OH:32])=[C:28]([CH3:33])[CH:27]=1.C(=O)([O-])[O-].[Cs+].[Cs+].Cl. Product: [F:25][C:26]1[CH:31]=[CH:30][C:29]([O:32][C:2]2[CH:20]=[CH:19][C:18]([C:21]([F:24])([F:23])[F:22])=[CH:17][C:3]=2[C:4]([NH:6][C:7]2[CH:12]=[CH:11][CH:10]=[C:9]([S:13](=[O:16])(=[O:15])[NH2:14])[CH:8]=2)=[O:5])=[C:28]([CH3:33])[CH:27]=1. The catalyst class is: 384. (2) Product: [Cl:1][C:2]1[N:23]=[C:5]2[C:6]([C:10]#[C:11][C:12]3[CH:17]=[CH:16][CH:15]=[CH:14][C:13]=3[N:18]([CH3:24])[S:19]([CH3:22])(=[O:21])=[O:20])=[CH:7][CH:8]=[CH:9][N:4]2[N:3]=1. Reactant: [Cl:1][C:2]1[N:23]=[C:5]2[C:6]([C:10]#[C:11][C:12]3[CH:17]=[CH:16][CH:15]=[CH:14][C:13]=3[NH:18][S:19]([CH3:22])(=[O:21])=[O:20])=[CH:7][CH:8]=[CH:9][N:4]2[N:3]=1.[C:24](=O)([O-])[O-].[Cs+].[Cs+].IC. The catalyst class is: 10. (3) Reactant: [S:1]1[CH:5]=[CH:4][N:3]=[C:2]1[C:6]([N:8]1[CH2:12][CH2:11][C@H:10]([NH:13]C(=O)OC(C)(C)C)[CH2:9]1)=[O:7].Cl. Product: [NH2:13][C@H:10]1[CH2:11][CH2:12][N:8]([C:6]([C:2]2[S:1][CH:5]=[CH:4][N:3]=2)=[O:7])[CH2:9]1. The catalyst class is: 71. (4) Reactant: [CH2:1]([N:4]1[C:12](=[O:13])[C:11]2[N:10]([CH2:14][O:15][CH2:16][CH2:17][Si:18]([CH3:21])([CH3:20])[CH3:19])[C:9]([C:22]3[CH:23]=[N:24][NH:25][CH:26]=3)=[N:8][C:7]=2[N:6]([CH2:27][CH2:28][CH3:29])[C:5]1=[O:30])[CH2:2][CH3:3].Br[CH2:32][C:33]([CH:35]1[CH2:39][N:38]([C:40]2[CH:45]=[CH:44][CH:43]=[C:42]([C:46]([F:49])([F:48])[F:47])[CH:41]=2)[C:37](=[O:50])[CH2:36]1)=[O:34].C([O-])([O-])=O.[Cs+].[Cs+]. Product: [O:34]=[C:33]([CH:35]1[CH2:36][C:37](=[O:50])[N:38]([C:40]2[CH:45]=[CH:44][CH:43]=[C:42]([C:46]([F:49])([F:47])[F:48])[CH:41]=2)[CH2:39]1)[CH2:32][N:25]1[CH:26]=[C:22]([C:9]2[N:10]([CH2:14][O:15][CH2:16][CH2:17][Si:18]([CH3:20])([CH3:21])[CH3:19])[C:11]3[C:12](=[O:13])[N:4]([CH2:1][CH2:2][CH3:3])[C:5](=[O:30])[N:6]([CH2:27][CH2:28][CH3:29])[C:7]=3[N:8]=2)[CH:23]=[N:24]1. The catalyst class is: 10. (5) Reactant: [NH2:1][C:2]1[O:3][CH2:4][C@@:5]2([N:28]=1)[C:18]1[CH:17]=[C:16]([N:19]3[CH2:24][CH2:23][O:22][C:21]([CH3:26])([CH3:25])[CH2:20]3)[CH:15]=[CH:14][C:13]=1[O:12][C:11]1[C:6]2=[CH:7][C:8]([OH:27])=[CH:9][CH:10]=1.C(N(CC)CC)C.[F:36][C:37]([F:56])([F:55])[S:38](N(C1C=CC=CC=1)[S:38]([C:37]([F:56])([F:55])[F:36])(=[O:40])=[O:39])(=[O:40])=[O:39]. Product: [F:36][C:37]([F:56])([F:55])[S:38]([O:27][C:8]1[CH:7]=[C:6]2[C:11]([O:12][C:13]3[CH:14]=[CH:15][C:16]([N:19]4[CH2:24][CH2:23][O:22][C:21]([CH3:25])([CH3:26])[CH2:20]4)=[CH:17][C:18]=3[C@@:5]32[CH2:4][O:3][C:2]([NH2:1])=[N:28]3)=[CH:10][CH:9]=1)(=[O:40])=[O:39]. The catalyst class is: 2. (6) Reactant: [O:1]1[C:5]2[CH:6]=[CH:7][C:8]([S:10]([N:13]([CH2:45][CH:46]([CH3:48])[CH3:47])[CH2:14][C@@H:15]([OH:44])[C@@H:16]([NH:32][C:33](=[O:43])[O:34][C@@H:35]3[C@H:42]4[C@H:38]([O:39][CH2:40][CH2:41]4)[O:37][CH2:36]3)[CH2:17][C:18]3[CH:23]=[CH:22][C:21]([O:24][CH2:25][C:26]4[N:27]=[C:28]([CH3:31])[S:29][CH:30]=4)=[CH:20][CH:19]=3)(=[O:12])=[O:11])=[CH:9][C:4]=2[O:3][CH2:2]1.[Cl:49][CH2:50][C:51](Cl)=[O:52]. Product: [Cl:49][CH2:50][C:51]([O:44][C@H:15]([CH2:14][N:13]([S:10]([C:8]1[CH:7]=[CH:6][C:5]2[O:1][CH2:2][O:3][C:4]=2[CH:9]=1)(=[O:12])=[O:11])[CH2:45][CH:46]([CH3:48])[CH3:47])[C@@H:16]([NH:32][C:33]([O:34][C@@H:35]1[C@H:42]2[C@H:38]([O:39][CH2:40][CH2:41]2)[O:37][CH2:36]1)=[O:43])[CH2:17][C:18]1[CH:19]=[CH:20][C:21]([O:24][CH2:25][C:26]2[N:27]=[C:28]([CH3:31])[S:29][CH:30]=2)=[CH:22][CH:23]=1)=[O:52]. The catalyst class is: 119. (7) Reactant: [Br:1][C:2]1[CH:7]=[CH:6][C:5]([N:8]2[C:12]([CH2:13][C@@H:14]3[CH2:18][CH2:17][N:16]([C:19]([CH:21]4[CH2:23][CH2:22]4)=[O:20])[CH2:15]3)=[N:11][NH:10][C:9]2=[O:24])=[CH:4][C:3]=1[O:25]C.B(Br)(Br)Br. Product: [Br:1][C:2]1[CH:7]=[CH:6][C:5]([N:8]2[C:12]([CH2:13][C@@H:14]3[CH2:18][CH2:17][N:16]([C:19]([CH:21]4[CH2:23][CH2:22]4)=[O:20])[CH2:15]3)=[N:11][NH:10][C:9]2=[O:24])=[CH:4][C:3]=1[OH:25]. The catalyst class is: 4. (8) Reactant: [CH:1]1([NH:7][C:8]2[N:9]([C:17]3[CH:22]=[CH:21][CH:20]=[CH:19][CH:18]=3)[N:10]=[C:11]3[C:16]=2[CH:15]=[CH:14][CH:13]=[CH:12]3)[CH2:6][CH2:5][CH2:4][CH2:3][CH2:2]1.[F:23][C:24]1[CH:29]=[CH:28][CH:27]=[CH:26][C:25]=1[N:30]=[C:31]=[O:32]. Product: [CH:1]1([N:7]([C:8]2[N:9]([C:17]3[CH:18]=[CH:19][CH:20]=[CH:21][CH:22]=3)[N:10]=[C:11]3[C:16]=2[CH:15]=[CH:14][CH:13]=[CH:12]3)[C:31]([NH:30][C:25]2[CH:26]=[CH:27][CH:28]=[CH:29][C:24]=2[F:23])=[O:32])[CH2:6][CH2:5][CH2:4][CH2:3][CH2:2]1. The catalyst class is: 11.